Dataset: Reaction yield outcomes from USPTO patents with 853,638 reactions. Task: Predict the reaction yield, written as a fraction of the theoretical maximum amount of product (1.0 means a 100% yield; for example, 0.34 means a 34% yield). (1) The reactants are [Cl:1][C:2]1[CH:7]=[CH:6][C:5]([CH:8]([C:15]2[CH:20]=[CH:19][CH:18]=[CH:17][CH:16]=2)[N:9]2[CH2:14][CH2:13][NH:12][CH2:11][CH2:10]2)=[CH:4][CH:3]=1.[C:21]1([CH:27]([C:32]2[CH:37]=[CH:36][CH:35]=[CH:34][CH:33]=2)[CH2:28][C:29](O)=[O:30])[CH:26]=[CH:25][CH:24]=[CH:23][CH:22]=1.C(Cl)CCl. The catalyst is C(Cl)Cl.CN(C1C=CN=CC=1)C. The product is [Cl:1][C:2]1[CH:3]=[CH:4][C:5]([CH:8]([C:15]2[CH:16]=[CH:17][CH:18]=[CH:19][CH:20]=2)[N:9]2[CH2:10][CH2:11][N:12]([C:29](=[O:30])[CH2:28][CH:27]([C:21]3[CH:26]=[CH:25][CH:24]=[CH:23][CH:22]=3)[C:32]3[CH:37]=[CH:36][CH:35]=[CH:34][CH:33]=3)[CH2:13][CH2:14]2)=[CH:6][CH:7]=1. The yield is 0.780. (2) The reactants are [O:1]=[C:2]1[CH:7]=[C:6]([NH:8][C:9](=[O:22])[CH2:10][C:11]2[CH:16]=[CH:15][CH:14]=[C:13]([O:17][C:18]([F:21])([F:20])[F:19])[CH:12]=2)[CH:5]=[CH:4][N:3]1[CH2:23][CH2:24][CH2:25][CH2:26][N:27]1[CH:31]=[C:30]([C:32]([O:34]CC)=[O:33])[N:29]=[N:28]1.[Li+].[OH-]. The catalyst is C1COCC1.CO. The product is [O:1]=[C:2]1[CH:7]=[C:6]([NH:8][C:9](=[O:22])[CH2:10][C:11]2[CH:16]=[CH:15][CH:14]=[C:13]([O:17][C:18]([F:19])([F:20])[F:21])[CH:12]=2)[CH:5]=[CH:4][N:3]1[CH2:23][CH2:24][CH2:25][CH2:26][N:27]1[CH:31]=[C:30]([C:32]([OH:34])=[O:33])[N:29]=[N:28]1. The yield is 1.00. (3) The catalyst is C1COCC1. The reactants are [NH:1]1[CH:5]=[N:4][CH:3]=[N:2]1.[F:6][C:7]1[CH:14]=[CH:13][C:10]([CH2:11]Br)=[CH:9][CH:8]=1.N12CCCN=C1CCCCC2. The product is [F:6][C:7]1[CH:14]=[CH:13][C:10]([CH2:11][N:1]2[CH:5]=[N:4][CH:3]=[N:2]2)=[CH:9][CH:8]=1. The yield is 0.680. (4) The product is [Cl:31][C:26]1[CH:27]=[CH:28][CH:29]=[CH:30][C:25]=1[CH:24]=[CH:23][CH2:22][N:11]([CH2:12][C:13]#[CH:14])[S:8]([C:5]1[CH:6]=[CH:7][C:2]([CH3:1])=[CH:3][CH:4]=1)(=[O:10])=[O:9]. No catalyst specified. The yield is 0.780. The reactants are [CH3:1][C:2]1[CH:7]=[CH:6][C:5]([S:8]([NH:11][CH2:12][C:13]#[CH:14])(=[O:10])=[O:9])=[CH:4][CH:3]=1.C(=O)([O-])[O-].[K+].[K+].Br[CH2:22]/[CH:23]=[CH:24]/[C:25]1[CH:30]=[CH:29][CH:28]=[CH:27][C:26]=1[Cl:31]. (5) No catalyst specified. The yield is 0.200. The reactants are [CH3:1][CH2:2][CH2:3][CH2:4][CH2:5][CH2:6][CH2:7][CH2:8][CH2:9][CH2:10][CH2:11][C:12]([O:14][CH2:15][CH:16]([OH:19])[CH2:17][OH:18])=[O:13].C([OH:23])(C)C. The product is [CH3:1][CH2:2][CH2:3][CH2:4][CH2:5][CH2:6][CH2:7][CH2:8][CH2:9][CH2:10][CH2:11][C:12]([O:14][CH2:15][CH:16]([OH:19])[CH2:17][OH:18])=[O:13].[C:12]([OH:14])(=[O:13])[C:11]1[C:10](=[CH:9][CH:8]=[CH:7][CH:6]=1)[OH:23]. (6) The reactants are [F:1][C:2]([F:14])([F:13])[O:3][C:4]1[CH:12]=[CH:11][C:7]([C:8](Cl)=[O:9])=[CH:6][CH:5]=1.[NH2:15][C:16]1[CH:17]=[C:18]([C:22]2[C:26]([Br:27])=[CH:25][N:24]([CH3:28])[N:23]=2)[CH:19]=[CH:20][CH:21]=1.C(N(CC)CC)C. The catalyst is C(Cl)Cl. The product is [Br:27][C:26]1[C:22]([C:18]2[CH:17]=[C:16]([NH:15][C:8]([C:7]3[CH:11]=[CH:12][C:4]([O:3][C:2]([F:14])([F:13])[F:1])=[CH:5][CH:6]=3)=[O:9])[CH:21]=[CH:20][CH:19]=2)=[N:23][N:24]([CH3:28])[CH:25]=1. The yield is 0.760.